Task: Predict the reaction yield, written as a fraction of the theoretical maximum amount of product (1.0 means a 100% yield; for example, 0.34 means a 34% yield).. Dataset: Reaction yield outcomes from USPTO patents with 853,638 reactions (1) The reactants are [NH2:1][C:2]1[N:7]=[CH:6][N:5]=[C:4]2[N:8]([C@@H:12]3[CH2:17][CH2:16][CH2:15][N:14]([C:18]([O:20][C:21]([CH3:24])([CH3:23])[CH3:22])=[O:19])[CH2:13]3)[N:9]=[C:10](I)[C:3]=12.[Cl-].B([C:29]1[CH:34]=[CH:33][C:32]([NH3+:35])=[CH:31][CH:30]=1)(O)O.COCCOC.C(=O)([O-])[O-].[Na+].[Na+]. The catalyst is C1C=CC([P]([Pd]([P](C2C=CC=CC=2)(C2C=CC=CC=2)C2C=CC=CC=2)([P](C2C=CC=CC=2)(C2C=CC=CC=2)C2C=CC=CC=2)[P](C2C=CC=CC=2)(C2C=CC=CC=2)C2C=CC=CC=2)(C2C=CC=CC=2)C2C=CC=CC=2)=CC=1.O. The product is [NH2:1][C:2]1[N:7]=[CH:6][N:5]=[C:4]2[N:8]([C@@H:12]3[CH2:17][CH2:16][CH2:15][N:14]([C:18]([O:20][C:21]([CH3:24])([CH3:23])[CH3:22])=[O:19])[CH2:13]3)[N:9]=[C:10]([C:29]3[CH:34]=[CH:33][C:32]([NH2:35])=[CH:31][CH:30]=3)[C:3]=12. The yield is 0.810. (2) The reactants are [F:1][CH2:2][C:3]1[N:4]([C:9]2[C:18]3[C:13](=[CH:14][CH:15]=[CH:16][CH:17]=3)[C:12]([CH3:19])=[CH:11][CH:10]=2)[C:5]([SH:8])=[N:6][N:7]=1.C([O-])([O-])=O.[K+].[K+].Cl[CH2:27][C:28]([NH:30][C:31]1[CH:36]=[CH:35][C:34]([S:37](=[O:40])(=[O:39])[NH2:38])=[CH:33][C:32]=1[CH3:41])=[O:29].O. The catalyst is CN(C=O)C. The product is [F:1][CH2:2][C:3]1[N:4]([C:9]2[C:18]3[C:13](=[CH:14][CH:15]=[CH:16][CH:17]=3)[C:12]([CH3:19])=[CH:11][CH:10]=2)[C:5]([S:8][CH2:27][C:28]([NH:30][C:31]2[CH:36]=[CH:35][C:34]([S:37](=[O:40])(=[O:39])[NH2:38])=[CH:33][C:32]=2[CH3:41])=[O:29])=[N:6][N:7]=1. The yield is 0.500. (3) The reactants are C(O[NH:6][C:7](=O)[O-:8])(C)(C)C.[OH-:10].[Na+].[C:12]([O:16]Cl)([CH3:15])([CH3:14])[CH3:13].CC[C@@H]1[C@@H]2C[C@H]([C@@H](OC3[C:51]4[C:46](=[CH:47][CH:48]=[CH:49][CH:50]=4)[C:45]([O:52][C@@H:53]([C:64]4C=CN=[C:70]5[C:65]=4[CH:66]=C(OC)[CH:68]=[CH:69]5)[C@@H:54]4N5C[C@H](CC)[C@@H](CC5)[CH2:55]4)=NN=3)C3C=CN=C4C=3C=C(OC)C=C4)N(CC2)C1.C=CC1C=CC=CC=1. The catalyst is C(O)CC.CCOC(C)=O. The product is [C:12]([O:16][C:7](=[O:8])[NH:6][C@H:69]([C:70]1[CH:55]=[CH:54][C:53]([O:52][CH2:45][C:46]2[CH:47]=[CH:48][CH:49]=[CH:50][CH:51]=2)=[CH:64][C:65]=1[CH3:66])[CH2:68][OH:10])([CH3:15])([CH3:14])[CH3:13]. The yield is 0.550. (4) The reactants are C([O:8][C:9]1[CH:14]=[C:13]([C:15]2[N:19]([CH3:20])[C:18]([O:21][CH:22]([C:24]3[CH:28]=[C:27]([C:29]4[CH:34]=[CH:33][CH:32]=[C:31]([Cl:35])[CH:30]=4)[O:26][N:25]=3)[CH3:23])=[N:17][N:16]=2)[CH:12]=[CH:11][N:10]=1)C1C=CC=CC=1. The catalyst is C(O)C.[Pd].ClCCl. The product is [Cl:35][C:31]1[CH:30]=[C:29]([C:27]2[O:26][N:25]=[C:24]([CH:22]([O:21][C:18]3[N:19]([CH3:20])[C:15]([C:13]4[CH:12]=[CH:11][NH:10][C:9](=[O:8])[CH:14]=4)=[N:16][N:17]=3)[CH3:23])[CH:28]=2)[CH:34]=[CH:33][CH:32]=1. The yield is 0.380. (5) The product is [CH2:8]([O:46][CH:47]1[C@@H:51]2[CH:52]=[N:53][C:54]3[CH:61]=[C:60]([O:62][CH3:63])[CH:59]=[CH:58][C:55]=3[C:56](=[O:57])[N:50]2[CH2:49][CH2:48]1)[CH2:9][CH2:10][CH2:11][CH2:12][CH2:13][O:14][CH:15]1[C@@H:19]2[CH:20]=[N:21][C:22]3[CH:29]=[C:28]([O:30][CH3:31])[CH:27]=[CH:26][C:23]=3[C:24](=[O:25])[N:18]2[CH2:17][CH2:16]1. The catalyst is CO.C(Cl)(Cl)Cl. The yield is 0.880. The reactants are C(O)(C(F)(F)F)=O.[CH2:8]([O:46][CH:47]1[C@H:51]2[C@H:52](OC3CCCCO3)[N:53](C(OC(C)(C)C)=O)[C:54]3[CH:61]=[C:60]([O:62][CH3:63])[CH:59]=[CH:58][C:55]=3[C:56](=[O:57])[N:50]2[CH2:49][CH2:48]1)[CH2:9][CH2:10][CH2:11][CH2:12][CH2:13][O:14][CH:15]1[C@H:19]2[C@H:20](OC3CCCCO3)[N:21](C(OC(C)(C)C)=O)[C:22]3[CH:29]=[C:28]([O:30][CH3:31])[CH:27]=[CH:26][C:23]=3[C:24](=[O:25])[N:18]2[CH2:17][CH2:16]1.C([O-])(O)=O.[Na+]. (6) The reactants are F[C:2]1[CH:7]=[CH:6][C:5]([C:8]2[O:9][C:10]([C:13]3[C:14]([C:19]4[CH:24]=[CH:23][CH:22]=[CH:21][CH:20]=4)=[N:15][O:16][C:17]=3[CH3:18])=[N:11][N:12]=2)=[CH:4][CH:3]=1.[NH:25]1[CH2:30][CH2:29][CH2:28][CH2:27][CH2:26]1. The catalyst is CS(C)=O. The product is [CH3:18][C:17]1[O:16][N:15]=[C:14]([C:19]2[CH:24]=[CH:23][CH:22]=[CH:21][CH:20]=2)[C:13]=1[C:10]1[O:9][C:8]([C:5]2[CH:6]=[CH:7][C:2]([N:25]3[CH2:30][CH2:29][CH2:28][CH2:27][CH2:26]3)=[CH:3][CH:4]=2)=[N:12][N:11]=1. The yield is 0.800.